Dataset: Full USPTO retrosynthesis dataset with 1.9M reactions from patents (1976-2016). Task: Predict the reactants needed to synthesize the given product. (1) The reactants are: [C:1]([O:5][C:6]([N:8]1[CH2:28][CH2:27][C:11]2([NH:15][C:14](=[O:16])[N:13]([CH2:17][C:18]3[CH:23]=[CH:22][C:21]([O:24][CH3:25])=[CH:20][CH:19]=3)[C:12]2=[O:26])[CH2:10][CH2:9]1)=[O:7])([CH3:4])([CH3:3])[CH3:2].[H-].[Na+].I[CH3:32]. Given the product [C:1]([O:5][C:6]([N:8]1[CH2:28][CH2:27][C:11]2([N:15]([CH3:32])[C:14](=[O:16])[N:13]([CH2:17][C:18]3[CH:19]=[CH:20][C:21]([O:24][CH3:25])=[CH:22][CH:23]=3)[C:12]2=[O:26])[CH2:10][CH2:9]1)=[O:7])([CH3:4])([CH3:2])[CH3:3], predict the reactants needed to synthesize it. (2) Given the product [F:32][C:27]1[CH:26]=[C:25]([CH:30]=[CH:29][C:28]=1[F:31])[C:24](/[N:23]=[C:22](\[NH:21][C:19]1[NH:18][N:17]=[C:16]([C:13]2[CH:14]=[CH:15][C:10]([CH2:9][OH:8])=[CH:11][CH:12]=2)[CH:20]=1)/[NH:34][CH2:35][CH:36]([CH3:38])[CH3:37])=[O:33], predict the reactants needed to synthesize it. The reactants are: [Si]([O:8][CH2:9][C:10]1[CH:15]=[CH:14][C:13]([C:16]2[CH:20]=[C:19]([NH:21]/[C:22](/[NH:34][CH2:35][CH:36]([CH3:38])[CH3:37])=[N:23]\[C:24](=[O:33])[C:25]3[CH:30]=[CH:29][C:28]([F:31])=[C:27]([F:32])[CH:26]=3)[NH:18][N:17]=2)=[CH:12][CH:11]=1)(C(C)(C)C)(C)C.[F-].C([N+](CCCC)(CCCC)CCCC)CCC.